Dataset: Reaction yield outcomes from USPTO patents with 853,638 reactions. Task: Predict the reaction yield, written as a fraction of the theoretical maximum amount of product (1.0 means a 100% yield; for example, 0.34 means a 34% yield). (1) The catalyst is C(O)C. The reactants are C(OC(=O)[N:7]([CH2:22][CH2:23][N:24]([CH:29]1[CH2:34][CH2:33][CH2:32][CH2:31][CH2:30]1)[C:25](=[O:28])[CH:26]=[CH2:27])[CH2:8][CH2:9][C:10]1[C:15]2[O:16][CH2:17][C:18](=[O:20])[NH:19][C:14]=2[C:13]([OH:21])=[CH:12][CH:11]=1)(C)(C)C.[Cl:36][C:37]1[CH:38]=[C:39]([CH2:44][NH2:45])[CH:40]=[CH:41][C:42]=1[Cl:43].FC(F)(F)C(O)=O. The yield is 0.760. The product is [CH:29]1([N:24]([CH2:23][CH2:22][NH:7][CH2:8][CH2:9][C:10]2[C:15]3[O:16][CH2:17][C:18](=[O:20])[NH:19][C:14]=3[C:13]([OH:21])=[CH:12][CH:11]=2)[C:25](=[O:28])[CH2:26][CH2:27][NH:45][CH2:44][C:39]2[CH:40]=[CH:41][C:42]([Cl:43])=[C:37]([Cl:36])[CH:38]=2)[CH2:30][CH2:31][CH2:32][CH2:33][CH2:34]1. (2) The reactants are C([N:8]1[CH2:25][C:12]2([CH2:17][CH2:16][N:15]([C:18]([O:20][C:21]([CH3:24])([CH3:23])[CH3:22])=[O:19])[CH2:14][CH2:13]2)[O:11][CH:10]([CH:26]=[CH2:27])[CH2:9]1)C1C=CC=CC=1.C([O-])=O.[NH4+]. The catalyst is CO.[OH-].[OH-].[Pd+2]. The product is [CH2:26]([CH:10]1[O:11][C:12]2([CH2:13][CH2:14][N:15]([C:18]([O:20][C:21]([CH3:22])([CH3:24])[CH3:23])=[O:19])[CH2:16][CH2:17]2)[CH2:25][NH:8][CH2:9]1)[CH3:27]. The yield is 0.960. (3) The reactants are [S:1]1[C:9]2[CH2:8][CH2:7][NH:6][CH2:5][C:4]=2[CH:3]=[CH:2]1.[NH:10]1[C:14]2[CH:15]=[CH:16][CH:17]=[CH:18][C:13]=2[N:12]=[N:11]1.[Cl:19][C:20]1[CH:27]=[CH:26][CH:25]=[CH:24][C:21]=1[CH:22]=O. The catalyst is C(OCC)C. The product is [Cl:19][C:20]1[CH:27]=[CH:26][CH:25]=[CH:24][C:21]=1[CH:22]([N:6]1[CH2:7][CH2:8][C:9]2[S:1][CH:2]=[CH:3][C:4]=2[CH2:5]1)[N:10]1[C:14]2[CH:15]=[CH:16][CH:17]=[CH:18][C:13]=2[N:12]=[N:11]1. The yield is 0.617. (4) The reactants are [OH:1][CH:2]1[CH2:5][N:4]([C:6]2[S:7][CH:8]=[C:9]([C:11](=[O:19])[N:12]([CH2:16][CH2:17][OH:18])[CH:13]([CH3:15])[CH3:14])[N:10]=2)[CH2:3]1.[Si:20](Cl)([C:23]([CH3:26])([CH3:25])[CH3:24])([CH3:22])[CH3:21].N1C=CN=C1.CO. The catalyst is CN(C)C=O. The product is [Si:20]([O:18][CH2:17][CH2:16][N:12]([CH:13]([CH3:14])[CH3:15])[C:11]([C:9]1[N:10]=[C:6]([N:4]2[CH2:5][CH:2]([OH:1])[CH2:3]2)[S:7][CH:8]=1)=[O:19])([C:23]([CH3:26])([CH3:25])[CH3:24])([CH3:22])[CH3:21]. The yield is 0.690. (5) The reactants are [CH3:1][C:2]1([CH3:28])[C@@H:24]([OH:25])[CH2:23][CH2:22][C@@:21]2([CH3:26])[C@H:3]1[CH2:4][CH2:5][C:6]1[C:7]3[C@:17]([CH3:27])([CH2:18][CH2:19][C:20]=12)[C@@H:10]([C@H:11]([CH3:16])[CH2:12][CH2:13][CH2:14][OH:15])[CH2:9][CH:8]=3.C[N+]1([O-])CCOCC1.CCOCC. The catalyst is ClCCl.CCC[N+](CCC)(CCC)CCC.[O-][Ru](=O)(=O)=O. The product is [O:25]=[C:24]1[CH2:23][CH2:22][C@@:21]2([CH3:26])[C@@H:3]([CH2:4][CH2:5][C:6]3[C:7]4[C@:17]([CH3:27])([CH2:18][CH2:19][C:20]=32)[C@@H:10]([C@H:11]([CH3:16])[CH2:12][CH2:13][CH:14]=[O:15])[CH2:9][CH:8]=4)[C:2]1([CH3:1])[CH3:28]. The yield is 0.700. (6) The reactants are [CH:1]([C:4]1[CH:9]=[CH:8][C:7]([C:10](=O)[CH2:11][O:12][C:13]2[CH:21]=[C:20]([CH3:22])[CH:19]=[C:18]3[C:14]=2[CH2:15][CH2:16][CH2:17]3)=[CH:6][CH:5]=1)([CH3:3])[CH3:2]. The catalyst is CO. The product is [CH:1]([C:4]1[CH:9]=[CH:8][C:7]([C:10]2[C:21]3[C:20]([CH3:22])=[CH:19][C:18]4[CH2:17][CH2:16][CH2:15][C:14]=4[C:13]=3[O:12][CH:11]=2)=[CH:6][CH:5]=1)([CH3:3])[CH3:2]. The yield is 0.770.